This data is from Catalyst prediction with 721,799 reactions and 888 catalyst types from USPTO. The task is: Predict which catalyst facilitates the given reaction. (1) The catalyst class is: 26. Reactant: [NH2:1][C:2]1[CH:3]=[N:4][C:5]2[C:10]([C:11]=1[NH:12][C@H:13]([CH2:25][O:26][Si:27]([C:30]([CH3:33])([CH3:32])[CH3:31])([CH3:29])[CH3:28])[CH2:14][CH2:15][CH2:16][NH:17][C:18](=[O:24])[O:19][C:20]([CH3:23])([CH3:22])[CH3:21])=[CH:9][CH:8]=[CH:7][CH:6]=2.Cl.[Cl:35][CH2:36][C:37](=N)OCC.C([O-])(O)=O.[Na+].C(Cl)(Cl)Cl. Product: [Si:27]([O:26][CH2:25][C@@H:13]([N:12]1[C:11]2[C:10]3[CH:9]=[CH:8][CH:7]=[CH:6][C:5]=3[N:4]=[CH:3][C:2]=2[N:1]=[C:37]1[CH2:36][Cl:35])[CH2:14][CH2:15][CH2:16][NH:17][C:18](=[O:24])[O:19][C:20]([CH3:23])([CH3:22])[CH3:21])([C:30]([CH3:33])([CH3:32])[CH3:31])([CH3:28])[CH3:29]. (2) Reactant: [I:1][C:2]1[CH:10]=[CH:9][C:5]([C:6](Cl)=[O:7])=[CH:4][CH:3]=1.N[CH:12]1[CH2:17][CH2:16][N:15]([CH2:18][C:19]2[CH:24]=[CH:23][CH:22]=[CH:21][CH:20]=2)[CH2:14][CH2:13]1.C([N:27](CC)CC)C. Product: [CH2:18]([N:15]1[CH2:16][CH2:17][CH:12]([C:9]2[CH:10]=[C:2]([I:1])[CH:3]=[CH:4][C:5]=2[C:6]([NH2:27])=[O:7])[CH2:13][CH2:14]1)[C:19]1[CH:24]=[CH:23][CH:22]=[CH:21][CH:20]=1. The catalyst class is: 22. (3) Reactant: Cl.[Cl:2][CH2:3][CH2:4][N:5]1[CH2:9][CH2:8][CH2:7][CH2:6]1.[CH2:10]([O:17][C:18]1[CH:23]=[CH:22][N:21]([C:24]2[CH:32]=[C:31]3[C:27]([C:28]4[CH2:37][CH2:36][NH:35][CH2:34][C:29]=4[N:30]3[CH3:33])=[CH:26][CH:25]=2)[C:20](=[O:38])[CH:19]=1)[C:11]1[CH:16]=[CH:15][CH:14]=[CH:13][CH:12]=1.C(N(C(C)C)CC)(C)C. Product: [ClH:2].[CH2:10]([O:17][C:18]1[CH:23]=[CH:22][N:21]([C:24]2[CH:32]=[C:31]3[C:27]([C:28]4[CH2:37][CH2:36][N:35]([CH2:3][CH2:4][N:5]5[CH2:9][CH2:8][CH2:7][CH2:6]5)[CH2:34][C:29]=4[N:30]3[CH3:33])=[CH:26][CH:25]=2)[C:20](=[O:38])[CH:19]=1)[C:11]1[CH:12]=[CH:13][CH:14]=[CH:15][CH:16]=1. The catalyst class is: 14. (4) Product: [CH3:1][N:2]([C:13]1[CH:18]=[CH:17][CH:16]=[CH:15][CH:14]=1)[C:3]1[CH:12]=[CH:11][C:6]([C:7]([OH:9])=[O:8])=[CH:5][CH:4]=1. Reactant: [CH3:1][N:2]([C:13]1[CH:18]=[CH:17][CH:16]=[CH:15][CH:14]=1)[C:3]1[CH:12]=[CH:11][C:6]([C:7]([O:9]C)=[O:8])=[CH:5][CH:4]=1.[OH-].[Li+]. The catalyst class is: 36. (5) Reactant: [NH2:1][C:2]1[CH:9]=[CH:8][C:5]([C:6]#[N:7])=[CH:4][N:3]=1.B.C1COCC1.[NH4+].[OH-]. Product: [NH2:7][CH2:6][C:5]1[CH:8]=[CH:9][C:2]([NH2:1])=[N:3][CH:4]=1. The catalyst class is: 33. (6) Reactant: Cl.[CH:2]1([NH:5][C:6]2[C:9](=[O:10])[C:8](=[O:11])[C:7]=2[NH:12][C:13]2[CH:14]=[C:15]([C:19]3[CH:24]=[CH:23][C:22]([O:25][CH2:26][C@@H:27]([C:29]([O:31][CH3:32])=[O:30])[NH2:28])=[CH:21][CH:20]=3)[CH:16]=[CH:17][CH:18]=2)[CH2:4][CH2:3]1.Cl[C:34]([O:36][CH2:37][CH3:38])=[O:35].C(N(C(C)C)C(C)C)C.[NH4+].[Cl-]. Product: [CH:2]1([NH:5][C:6]2[C:9](=[O:10])[C:8](=[O:11])[C:7]=2[NH:12][C:13]2[CH:14]=[C:15]([C:19]3[CH:24]=[CH:23][C:22]([O:25][CH2:26][C@@H:27]([C:29]([O:31][CH3:32])=[O:30])[NH:28][C:34]([O:36][CH2:37][CH3:38])=[O:35])=[CH:21][CH:20]=3)[CH:16]=[CH:17][CH:18]=2)[CH2:4][CH2:3]1. The catalyst class is: 56. (7) Reactant: [NH:1]1[C:9]2[C:4](=[CH:5][C:6]([N:10]3[CH2:15][CH2:14][N:13]([CH2:16][C:17]([N:19]([CH:23]4[CH2:32][CH2:31][C:30]5[C:25](=[CH:26][C:27]([O:33]C)=[CH:28][CH:29]=5)[CH2:24]4)[CH2:20][CH2:21][CH3:22])=O)[CH2:12][CH2:11]3)=[CH:7][CH:8]=2)[CH:3]=[CH:2]1.B.C1COCC1.CO. Product: [NH:1]1[C:9]2[C:4](=[CH:5][C:6]([N:10]3[CH2:11][CH2:12][N:13]([CH2:16][CH2:17][N:19]([CH2:20][CH2:21][CH3:22])[CH:23]4[CH2:24][C:25]5[CH:26]=[C:27]([OH:33])[CH:28]=[CH:29][C:30]=5[CH2:31][CH2:32]4)[CH2:14][CH2:15]3)=[CH:7][CH:8]=2)[CH:3]=[CH:2]1. The catalyst class is: 1.